Dataset: NCI-60 drug combinations with 297,098 pairs across 59 cell lines. Task: Regression. Given two drug SMILES strings and cell line genomic features, predict the synergy score measuring deviation from expected non-interaction effect. (1) Drug 1: CC1=CC2C(CCC3(C2CCC3(C(=O)C)OC(=O)C)C)C4(C1=CC(=O)CC4)C. Drug 2: C1CN(P(=O)(OC1)NCCCl)CCCl. Cell line: COLO 205. Synergy scores: CSS=-6.31, Synergy_ZIP=0.771, Synergy_Bliss=-3.73, Synergy_Loewe=-3.73, Synergy_HSA=-5.26. (2) Cell line: SR. Drug 1: C1=CC(=CC=C1CC(C(=O)O)N)N(CCCl)CCCl.Cl. Synergy scores: CSS=69.6, Synergy_ZIP=-0.864, Synergy_Bliss=-1.98, Synergy_Loewe=-7.29, Synergy_HSA=-0.932. Drug 2: CC(C1=C(C=CC(=C1Cl)F)Cl)OC2=C(N=CC(=C2)C3=CN(N=C3)C4CCNCC4)N. (3) Drug 1: CC1=CC2C(CCC3(C2CCC3(C(=O)C)OC(=O)C)C)C4(C1=CC(=O)CC4)C. Drug 2: C1CN(P(=O)(OC1)NCCCl)CCCl. Cell line: SW-620. Synergy scores: CSS=-2.61, Synergy_ZIP=0.980, Synergy_Bliss=-1.71, Synergy_Loewe=-3.21, Synergy_HSA=-4.41. (4) Drug 1: C1=CC(=CC=C1CCCC(=O)O)N(CCCl)CCCl. Drug 2: C1=CC=C(C=C1)NC(=O)CCCCCCC(=O)NO. Cell line: A549. Synergy scores: CSS=39.2, Synergy_ZIP=-0.0840, Synergy_Bliss=0.226, Synergy_Loewe=-0.862, Synergy_HSA=1.37. (5) Drug 1: CN(C(=O)NC(C=O)C(C(C(CO)O)O)O)N=O. Drug 2: COCCOC1=C(C=C2C(=C1)C(=NC=N2)NC3=CC=CC(=C3)C#C)OCCOC.Cl. Cell line: OVCAR-8. Synergy scores: CSS=3.28, Synergy_ZIP=-1.25, Synergy_Bliss=0.238, Synergy_Loewe=-3.24, Synergy_HSA=0.212. (6) Drug 1: C1C(C(OC1N2C=NC3=C(N=C(N=C32)Cl)N)CO)O. Cell line: UO-31. Synergy scores: CSS=25.6, Synergy_ZIP=0.202, Synergy_Bliss=0.677, Synergy_Loewe=-5.44, Synergy_HSA=-0.140. Drug 2: CC1=C2C(C(=O)C3(C(CC4C(C3C(C(C2(C)C)(CC1OC(=O)C(C(C5=CC=CC=C5)NC(=O)OC(C)(C)C)O)O)OC(=O)C6=CC=CC=C6)(CO4)OC(=O)C)O)C)O. (7) Drug 1: C1CC(CCC1OC2=C(C(=CC=C2)Cl)F)(CC3=NC(=CC=C3)NC4=NC=CS4)C(=O)O. Drug 2: CC1CCC2CC(C(=CC=CC=CC(CC(C(=O)C(C(C(=CC(C(=O)CC(OC(=O)C3CCCCN3C(=O)C(=O)C1(O2)O)C(C)CC4CCC(C(C4)OC)OP(=O)(C)C)C)C)O)OC)C)C)C)OC. Cell line: NCIH23. Synergy scores: CSS=46.2, Synergy_ZIP=-1.93, Synergy_Bliss=-2.05, Synergy_Loewe=4.35, Synergy_HSA=5.92. (8) Drug 1: CS(=O)(=O)OCCCCOS(=O)(=O)C. Drug 2: C(CCl)NC(=O)N(CCCl)N=O. Cell line: HCT116. Synergy scores: CSS=30.4, Synergy_ZIP=-2.70, Synergy_Bliss=-4.82, Synergy_Loewe=-1.80, Synergy_HSA=-1.65.